Dataset: Full USPTO retrosynthesis dataset with 1.9M reactions from patents (1976-2016). Task: Predict the reactants needed to synthesize the given product. (1) Given the product [F:11][C:9]1[CH:10]=[C:2]2[C:3]([C:4](=[O:5])[NH:19][CH:17]=[N:1]2)=[CH:7][CH:8]=1, predict the reactants needed to synthesize it. The reactants are: [NH2:1][C:2]1[CH:10]=[C:9]([F:11])[CH:8]=[CH:7][C:3]=1[C:4](O)=[O:5].C(Cl)Cl.CO.[CH:17]([NH2:19])=O. (2) Given the product [CH3:28][O:27][CH:3]([O:2][CH3:1])[CH2:4][N:5]1[C:9]2[N:10]=[C:11]([C:20]3[CH:26]=[CH:25][C:23]([NH:24][C:40]([NH:48][C:49]4[CH:54]=[CH:53][N:52]=[CH:51][CH:50]=4)=[O:46])=[CH:22][CH:21]=3)[N:12]=[C:13]([N:14]3[CH2:19][CH2:18][O:17][CH2:16][CH2:15]3)[C:8]=2[CH:7]=[CH:6]1, predict the reactants needed to synthesize it. The reactants are: [CH3:1][O:2][CH:3]([O:27][CH3:28])[CH2:4][N:5]1[C:9]2[N:10]=[C:11]([C:20]3[CH:26]=[CH:25][C:23]([NH2:24])=[CH:22][CH:21]=3)[N:12]=[C:13]([N:14]3[CH2:19][CH2:18][O:17][CH2:16][CH2:15]3)[C:8]=2[CH:7]=[CH:6]1.CCN(CC)CC.ClC(Cl)(O[C:40](=[O:46])OC(Cl)(Cl)Cl)Cl.[NH2:48][C:49]1[CH:54]=[CH:53][N:52]=[CH:51][CH:50]=1.